From a dataset of Reaction yield outcomes from USPTO patents with 853,638 reactions. Predict the reaction yield, written as a fraction of the theoretical maximum amount of product (1.0 means a 100% yield; for example, 0.34 means a 34% yield). The reactants are [CH:1]([N:4]1[C:12]2[CH:11]=[C:10]([NH:13][C:14]3[CH:19]=[CH:18][N:17]=[C:16]([N:20]4[CH2:25][CH2:24][CH:23]([O:26][CH3:27])[CH2:22][CH2:21]4)[N:15]=3)[N:9]=[CH:8][C:7]=2[C:6]([C:28]([NH2:30])=O)=[CH:5]1)([CH3:3])[CH3:2]. The catalyst is O=P(Cl)(Cl)Cl. The product is [CH:1]([N:4]1[C:12]2[CH:11]=[C:10]([NH:13][C:14]3[CH:19]=[CH:18][N:17]=[C:16]([N:20]4[CH2:25][CH2:24][CH:23]([O:26][CH3:27])[CH2:22][CH2:21]4)[N:15]=3)[N:9]=[CH:8][C:7]=2[C:6]([C:28]#[N:30])=[CH:5]1)([CH3:3])[CH3:2]. The yield is 0.400.